From a dataset of Forward reaction prediction with 1.9M reactions from USPTO patents (1976-2016). Predict the product of the given reaction. (1) Given the reactants [CH3:1][C:2]1[C:10]2[C:9](=[O:11])[CH:8]=[C:7]([C:12]3[CH:17]=[CH:16][C:15]([N:18]4[CH2:23][CH2:22][N:21](C(OC(C)(C)C)=O)[CH2:20][CH2:19]4)=[CH:14][CH:13]=3)[N:6](C)[C:5]=2[N:4]([C:32]2[CH:37]=[CH:36][CH:35]=[CH:34][CH:33]=2)[N:3]=1.Cl[CH2:39]Cl, predict the reaction product. The product is: [CH3:39][O:11][C:9]1[CH:8]=[C:7]([C:12]2[CH:17]=[CH:16][C:15]([N:18]3[CH2:19][CH2:20][NH:21][CH2:22][CH2:23]3)=[CH:14][CH:13]=2)[N:6]=[C:5]2[N:4]([C:32]3[CH:33]=[CH:34][CH:35]=[CH:36][CH:37]=3)[N:3]=[C:2]([CH3:1])[C:10]=12. (2) The product is: [C:16]([Si:20]([O:26][C:24]([O:27][CH2:28][CH3:29])=[CH2:25])([CH3:23])[CH3:22])([CH3:19])([CH3:18])[CH3:17]. Given the reactants CC1(C)CCCC(C)(C)N1.[Li]CCCC.[C:16]([Si:20]([CH3:23])([CH3:22])Cl)([CH3:19])([CH3:18])[CH3:17].[C:24]([O:27][CH2:28][CH3:29])(=[O:26])[CH3:25], predict the reaction product. (3) Given the reactants [C:1]1([CH3:10])[CH:6]=[CH:5][C:4](B(O)O)=[CH:3][CH:2]=1.Br[C:12]1[CH:17]=[CH:16][CH:15]=[CH:14][C:13]=1[CH2:18][NH:19][S:20]([C:23]1[CH:28]=[CH:27][CH:26]=[CH:25][C:24]=1[O:29][CH3:30])(=[O:22])=[O:21].C([O-])([O-])=O.[Na+].[Na+], predict the reaction product. The product is: [CH3:30][O:29][C:24]1[CH:25]=[CH:26][CH:27]=[CH:28][C:23]=1[S:20]([NH:19][CH2:18][C:13]1[CH:14]=[CH:15][CH:16]=[CH:17][C:12]=1[C:4]1[CH:5]=[CH:6][C:1]([CH3:10])=[CH:2][CH:3]=1)(=[O:22])=[O:21]. (4) The product is: [CH2:20]([C:22]1[CH:28]=[CH:27][CH:26]=[CH:25][C:23]=1[NH:24][S:12]([C:9]1[C:10]2[C:5](=[CH:4][CH:3]=[C:2]([OH:1])[CH:11]=2)[CH:6]=[C:7]([S:16]([NH:24][C:23]2[CH:25]=[CH:26][CH:27]=[CH:28][C:22]=2[CH2:20][CH3:21])(=[O:18])=[O:17])[CH:8]=1)(=[O:14])=[O:13])[CH3:21]. Given the reactants [OH:1][C:2]1[CH:11]=[C:10]2[C:5]([CH:6]=[C:7]([S:16](Cl)(=[O:18])=[O:17])[CH:8]=[C:9]2[S:12](Cl)(=[O:14])=[O:13])=[CH:4][CH:3]=1.[CH2:20]([C:22]1[CH:28]=[CH:27][CH:26]=[CH:25][C:23]=1[NH2:24])[CH3:21], predict the reaction product. (5) Given the reactants C([O:3][C:4](=O)[C:5]1[CH:10]=[CH:9][N:8]=[C:7]([C:11](=[O:14])[NH:12][CH3:13])[CH:6]=1)C.[BH4-].[Na+], predict the reaction product. The product is: [OH:3][CH2:4][C:5]1[CH:10]=[CH:9][N:8]=[C:7]([C:11]([NH:12][CH3:13])=[O:14])[CH:6]=1.